From a dataset of Experimentally validated miRNA-target interactions with 360,000+ pairs, plus equal number of negative samples. Binary Classification. Given a miRNA mature sequence and a target amino acid sequence, predict their likelihood of interaction. Result: 0 (no interaction). The miRNA is hsa-miR-4791 with sequence UGGAUAUGAUGACUGAAA. The protein sequence of the target gene is MEAPSGSEPGGDGAGDCAHPDPRAPGAAAPSSGPGPCAAARESERQLRLRLCVLNEILGTERDYVGTLRFLQSAFLHRIRQNVADSVEKGLTEENVKVLFSNIEDILEVHKDFLAALEYCLHPEPQSQHELGNVFLKFKDKFCVYEEYCSNHEKALRLLVELNKIPTVRAFLLSCMLLGGRKTTDIPLEGYLLSPIQRICKYPLLLKELAKRTPGKHPDHPAVQSALQAMKTVCSNINETKRQMEKLEALEQLQSHIEGWEGSNLTDICTQLLLQGTLLKISAGNIQERAFFLFDNLLVY....